This data is from Forward reaction prediction with 1.9M reactions from USPTO patents (1976-2016). The task is: Predict the product of the given reaction. The product is: [F:1][C:2]1[C:3]([OH:31])=[CH:4][C:5]([CH2:26][C:27]([F:30])([F:29])[F:28])=[C:6]([C:8]2[N:13]=[C:12]([NH:33][CH2:34][C:35]3[CH:40]=[CH:39][CH:38]=[CH:37][C:36]=3[N:41]([CH3:46])[S:42]([CH3:45])(=[O:44])=[O:43])[C:11]3[CH:15]=[N:16][NH:17][C:10]=3[CH:9]=2)[CH:7]=1. Given the reactants [F:1][C:2]1[C:3]([O:31]C)=[CH:4][C:5]([CH2:26][C:27]([F:30])([F:29])[F:28])=[C:6]([C:8]2[N+:13]([O-])=[CH:12][C:11]3[CH:15]=[N:16][N:17](COCC[Si](C)(C)C)[C:10]=3[CH:9]=2)[CH:7]=1.[NH2:33][CH2:34][C:35]1[CH:40]=[CH:39][CH:38]=[CH:37][C:36]=1[N:41]([CH3:46])[S:42]([CH3:45])(=[O:44])=[O:43].C1CN([P+](Br)(N2CCCC2)N2CCCC2)CC1.F[P-](F)(F)(F)(F)F.CCN(C(C)C)C(C)C.C([O-])(O)=O.[Na+], predict the reaction product.